From a dataset of Reaction yield outcomes from USPTO patents with 853,638 reactions. Predict the reaction yield, written as a fraction of the theoretical maximum amount of product (1.0 means a 100% yield; for example, 0.34 means a 34% yield). (1) The reactants are [NH2:1][C:2]1[C:7]([F:8])=[C:6]([Cl:9])[CH:5]=[CH:4][C:3]=1[C:10](=O)[CH2:11]Cl.[C:14]1([CH3:20])C=CC=C[CH:15]=1. No catalyst specified. The product is [Cl:9][C:6]1[C:7]([F:8])=[C:2]2[C:3]([CH:10]=[C:11]([CH:20]3[CH2:14][CH2:15]3)[NH:1]2)=[CH:4][CH:5]=1. The yield is 0.630. (2) The yield is 0.780. The reactants are [CH:1]([C:3]1[N:4]=[CH:5][C:6]([NH:9][C:10]2[CH:15]=[CH:14][C:13]([S:16]([N:19]3[CH2:24][CH2:23][N:22]([C:25]([O:27][C:28]([CH3:31])([CH3:30])[CH3:29])=[O:26])[CH2:21][CH2:20]3)(=[O:18])=[O:17])=[CH:12][CH:11]=2)=[N:7][CH:8]=1)=[CH2:2].I[C:33]1[CH:34]=[C:35]([OH:39])[CH:36]=[CH:37][CH:38]=1.C1(C)C=CC(P(C2C=CC(C)=CC=2)C2C=CC(C)=CC=2)=CC=1.CCN(C(C)C)C(C)C. The product is [OH:39][C:35]1[CH:34]=[C:33]([CH:38]=[CH:37][CH:36]=1)/[CH:2]=[CH:1]/[C:3]1[N:4]=[CH:5][C:6]([NH:9][C:10]2[CH:15]=[CH:14][C:13]([S:16]([N:19]3[CH2:20][CH2:21][N:22]([C:25]([O:27][C:28]([CH3:31])([CH3:30])[CH3:29])=[O:26])[CH2:23][CH2:24]3)(=[O:18])=[O:17])=[CH:12][CH:11]=2)=[N:7][CH:8]=1. The catalyst is CN(C=O)C.CC([O-])=O.CC([O-])=O.[Pd+2]. (3) The reactants are [CH3:1][NH:2][C:3]([C:5]1[C:6]2[CH2:7][CH2:8][C:9]3([NH:18][C:19]=2[C:20]2[N:25]=[C:24]([CH3:26])[N:23]([CH3:27])[C:21]=2[CH:22]=1)[CH2:17][C:16]1[C:11](=[CH:12][CH:13]=[CH:14][CH:15]=1)[CH2:10]3)=[O:4].[ClH:28]. The catalyst is CO. The product is [ClH:28].[CH3:1][NH:2][C:3]([C:5]1[C:6]2[CH2:7][CH2:8][C:9]3([NH:18][C:19]=2[C:20]2[N:25]=[C:24]([CH3:26])[N:23]([CH3:27])[C:21]=2[CH:22]=1)[CH2:17][C:16]1[C:11](=[CH:12][CH:13]=[CH:14][CH:15]=1)[CH2:10]3)=[O:4]. The yield is 0.520. (4) The reactants are [Cl:1][C:2]1[CH:3]=[C:4]([CH2:9][C:10]([OH:12])=[O:11])[CH:5]=[CH:6][C:7]=1[OH:8].S(=O)(=O)(O)O.[CH3:18]O. No catalyst specified. The product is [Cl:1][C:2]1[CH:3]=[C:4]([CH2:9][C:10]([O:12][CH3:18])=[O:11])[CH:5]=[CH:6][C:7]=1[OH:8]. The yield is 0.920.